From a dataset of Forward reaction prediction with 1.9M reactions from USPTO patents (1976-2016). Predict the product of the given reaction. (1) Given the reactants [Br:1][C:2]1[N:6]([CH2:7][CH3:8])[C:5]([CH:9]([NH:17][C:18]2[CH:23]=[C:22]([Cl:24])[CH:21]=[CH:20][C:19]=2[CH3:25])[C:10]2[CH:15]=[CH:14][C:13]([Cl:16])=[CH:12][CH:11]=2)=[C:4]([C:26](O)=[O:27])[CH:3]=1.CN(C(ON1N=NC2C=CC=CC1=2)=[N+](C)C)C.[B-](F)(F)(F)F.CCN(C(C)C)C(C)C, predict the reaction product. The product is: [Br:1][C:2]1[N:6]([CH2:7][CH3:8])[C:5]2[CH:9]([C:10]3[CH:15]=[CH:14][C:13]([Cl:16])=[CH:12][CH:11]=3)[N:17]([C:18]3[CH:23]=[C:22]([Cl:24])[CH:21]=[CH:20][C:19]=3[CH3:25])[C:26](=[O:27])[C:4]=2[CH:3]=1. (2) Given the reactants [N+:1]([C:4]1[CH:17]=[CH:16][C:7]([C:8]([CH2:10][C:11]([O:13]CC)=O)=O)=[CH:6][CH:5]=1)([O-:3])=[O:2].Cl.[C:19]([NH2:27])(=[NH:26])[C:20]1[CH:25]=[CH:24][CH:23]=[CH:22][CH:21]=1.[OH-].[K+], predict the reaction product. The product is: [N+:1]([C:4]1[CH:5]=[CH:6][C:7]([C:8]2[N:27]=[C:19]([C:20]3[CH:25]=[CH:24][CH:23]=[CH:22][CH:21]=3)[N:26]=[C:11]([OH:13])[CH:10]=2)=[CH:16][CH:17]=1)([O-:3])=[O:2]. (3) The product is: [CH3:27][O:9][C:8](=[O:10])[CH:7]([C:11]1[CH:16]=[CH:15][C:14]([F:17])=[C:13]([C:18]([F:21])([F:19])[F:20])[CH:12]=1)[CH2:6][CH:1]1[CH2:5][CH2:4][CH2:3][CH2:2]1. Given the reactants [CH:1]1([CH2:6][CH:7]([C:11]2[CH:16]=[CH:15][C:14]([F:17])=[C:13]([C:18]([F:21])([F:20])[F:19])[CH:12]=2)[C:8]([OH:10])=[O:9])[CH2:5][CH2:4][CH2:3][CH2:2]1.S(=O)(=O)(O)O.[CH3:27]O, predict the reaction product. (4) Given the reactants O1CCCC1.[CH2:6]([C:13]1[S:14][CH:15]=[C:16](Br)[N:17]=1)[C:7]1[CH:12]=[CH:11][CH:10]=[CH:9][CH:8]=1.[CH2:19]([N:23]1[C:27](=[O:28])[C:26]2=[CH:29][CH:30]=[CH:31][CH:32]=[C:25]2[C:24]1=[O:33])[CH2:20][C:21]#[CH:22], predict the reaction product. The product is: [CH2:6]([C:13]1[S:14][CH:15]=[C:16]([C:22]#[C:21][CH2:20][CH2:19][N:23]2[C:27](=[O:28])[C:26]3[C:25](=[CH:32][CH:31]=[CH:30][CH:29]=3)[C:24]2=[O:33])[N:17]=1)[C:7]1[CH:12]=[CH:11][CH:10]=[CH:9][CH:8]=1. (5) Given the reactants [Li]CCCC.[CH:6]([C:9]1[CH:14]=[CH:13][C:12](B(O)O)=[CH:11][CH:10]=1)([CH3:8])[CH3:7].[O-]P([O-])([O-])=O.[K+].[K+].[K+].[CH3:26][O:27][C:28](=[O:40])[C:29]1[CH:34]=[CH:33][CH:32]=[C:31]([C:35]([F:38])([F:37])[F:36])[C:30]=1Cl, predict the reaction product. The product is: [CH3:26][O:27][C:28]([C:29]1[C:34]([C:12]2[CH:13]=[CH:14][C:9]([CH:6]([CH3:8])[CH3:7])=[CH:10][CH:11]=2)=[CH:33][CH:32]=[C:31]([C:35]([F:38])([F:37])[F:36])[CH:30]=1)=[O:40].